Dataset: Merck oncology drug combination screen with 23,052 pairs across 39 cell lines. Task: Regression. Given two drug SMILES strings and cell line genomic features, predict the synergy score measuring deviation from expected non-interaction effect. (1) Drug 1: COc1cc(C2c3cc4c(cc3C(OC3OC5COC(C)OC5C(O)C3O)C3COC(=O)C23)OCO4)cc(OC)c1O. Drug 2: NC1(c2ccc(-c3nc4ccn5c(=O)[nH]nc5c4cc3-c3ccccc3)cc2)CCC1. Cell line: T47D. Synergy scores: synergy=6.38. (2) Drug 1: Cn1nnc2c(C(N)=O)ncn2c1=O. Drug 2: Cn1c(=O)n(-c2ccc(C(C)(C)C#N)cc2)c2c3cc(-c4cnc5ccccc5c4)ccc3ncc21. Cell line: SW620. Synergy scores: synergy=8.95.